Task: Predict the reactants needed to synthesize the given product.. Dataset: Full USPTO retrosynthesis dataset with 1.9M reactions from patents (1976-2016) (1) Given the product [OH:1][CH:2]1[O:6][C@H:5]([C:7]2[CH:8]=[CH:9][C:10]([NH:13][S:14]([CH3:17])(=[O:16])=[O:15])=[CH:11][CH:12]=2)[CH2:4][CH2:3]1, predict the reactants needed to synthesize it. The reactants are: [O:1]=[C:2]1[O:6][C@H:5]([C:7]2[CH:12]=[CH:11][C:10]([NH:13][S:14]([CH3:17])(=[O:16])=[O:15])=[CH:9][CH:8]=2)[CH2:4][CH2:3]1.CC(C[AlH]CC(C)C)C. (2) The reactants are: [Br:1][C:2]1[CH:3]=[CH:4][C:5]2[N:6]([C:8]([C:11]([OH:13])=O)=[CH:9][N:10]=2)[CH:7]=1.CCN=C=NCCCN(C)C.C1C=CC2N(O)N=NC=2C=1.[CH3:35][O:36][C:37]1[CH:38]=[C:39]([CH:41]=[C:42]([O:46][CH3:47])[C:43]=1[O:44][CH3:45])[NH2:40].CCN(C(C)C)C(C)C. Given the product [Br:1][C:2]1[CH:3]=[CH:4][C:5]2[N:6]([C:8]([C:11]([NH:40][C:39]3[CH:41]=[C:42]([O:46][CH3:47])[C:43]([O:44][CH3:45])=[C:37]([O:36][CH3:35])[CH:38]=3)=[O:13])=[CH:9][N:10]=2)[CH:7]=1, predict the reactants needed to synthesize it. (3) Given the product [CH2:1]([CH:3]1[C:12]2[C:8](=[CH:9][N:10]([CH2:13][C:14]3[CH:15]=[CH:16][C:17]([O:20][CH3:21])=[CH:18][CH:19]=3)[N:11]=2)[C:7]2[N:22]=[C:23]([NH:25][C:27]3[N:32]=[C:31]([CH3:33])[CH:30]=[CH:29][N:28]=3)[S:24][C:6]=2[CH2:5][O:4]1)[CH3:2], predict the reactants needed to synthesize it. The reactants are: [CH2:1]([CH:3]1[C:12]2[C:8](=[CH:9][N:10]([CH2:13][C:14]3[CH:19]=[CH:18][C:17]([O:20][CH3:21])=[CH:16][CH:15]=3)[N:11]=2)[C:7]2[N:22]=[C:23]([NH2:25])[S:24][C:6]=2[CH2:5][O:4]1)[CH3:2].Cl[C:27]1[N:32]=[C:31]([CH3:33])[CH:30]=[CH:29][N:28]=1.CC1(C)C2C(=C(P(C3C=CC=CC=3)C3C=CC=CC=3)C=CC=2)OC2C(P(C3C=CC=CC=3)C3C=CC=CC=3)=CC=CC1=2.C([O-])([O-])=O.[Cs+].[Cs+]. (4) The reactants are: C(O[BH-](OC(=O)C)OC(=O)C)(=O)C.[Na+].[Cl:15][C:16]1[CH:17]=[C:18]([C@H:22]([NH2:24])[CH3:23])[CH:19]=[CH:20][CH:21]=1.[F:25][C:26]1[CH:31]=[CH:30][C:29]([N:32]2[C:36](=[O:37])[CH2:35][CH:34]([CH:38]=O)[CH2:33]2)=[CH:28][CH:27]=1. Given the product [Cl:15][C:16]1[CH:17]=[C:18]([C@H:22]([NH:24][CH2:38][CH:34]2[CH2:33][N:32]([C:29]3[CH:30]=[CH:31][C:26]([F:25])=[CH:27][CH:28]=3)[C:36](=[O:37])[CH2:35]2)[CH3:23])[CH:19]=[CH:20][CH:21]=1, predict the reactants needed to synthesize it. (5) Given the product [C:28]([O:27][C:25]([N:22]1[CH2:23][CH2:24][CH:19]([CH2:18][N:15]2[CH2:16][CH2:17][N:12]([S:9]([C:6]3[CH:5]=[CH:4][C:3]([CH2:2][OH:35])=[CH:8][CH:7]=3)(=[O:11])=[O:10])[CH2:13][C:14]2=[O:32])[CH2:20][CH2:21]1)=[O:26])([CH3:30])([CH3:29])[CH3:31], predict the reactants needed to synthesize it. The reactants are: Br[CH2:2][C:3]1[CH:8]=[CH:7][C:6]([S:9]([N:12]2[CH2:17][CH2:16][N:15]([CH2:18][CH:19]3[CH2:24][CH2:23][N:22]([C:25]([O:27][C:28]([CH3:31])([CH3:30])[CH3:29])=[O:26])[CH2:21][CH2:20]3)[C:14](=[O:32])[CH2:13]2)(=[O:11])=[O:10])=[CH:5][CH:4]=1.C([O-])(=[O:35])C.[K+]. (6) The reactants are: OC(C(F)(F)F)=O.[NH2:8][C@H:9]([C:19]1[C:24]([C:25]2[CH:26]=[CH:27][C:28]([Cl:40])=[C:29]3[C:33]=2[N:32]([CH3:34])[N:31]=[C:30]3[NH:35]S(C)(=O)=O)=[CH:23][CH:22]=[C:21]([C:41]#[C:42][C:43]([OH:46])([CH3:45])[CH3:44])[N:20]=1)[CH2:10][C:11]1[CH:16]=[C:15]([F:17])[CH:14]=[C:13]([F:18])[CH:12]=1.NC1C2C(=C(C3C([C@@H](NC(=O)OC(C)(C)C)CC4C=C(F)C=C(F)C=4)=NC(C#CC(O)(C)C)=CC=3)C=CC=2Cl)N(C)N=1. Given the product [NH2:8][C@H:9]([C:19]1[N:20]=[C:21]([C:41]#[C:42][C:43]([CH3:44])([OH:46])[CH3:45])[CH:22]=[CH:23][C:24]=1[C:25]1[CH:26]=[CH:27][C:28]([Cl:40])=[C:29]2[C:33]=1[N:32]([CH3:34])[N:31]=[C:30]2[NH2:35])[CH2:10][C:11]1[CH:12]=[C:13]([F:18])[CH:14]=[C:15]([F:17])[CH:16]=1, predict the reactants needed to synthesize it. (7) The reactants are: [CH2:1]([O:3][CH:4]([CH2:10][C:11]1[CH:16]=[CH:15][C:14]([O:17][CH2:18][CH2:19][N:20]2[C:24]3[CH:25]=[CH:26][CH:27]=[CH:28][C:23]=3[N:22]=[C:21]2[C:29]([F:32])([F:31])[F:30])=[CH:13][CH:12]=1)[C:5]([O:7]CC)=[O:6])[CH3:2].[OH-].[Na+]. Given the product [CH2:1]([O:3][CH:4]([CH2:10][C:11]1[CH:12]=[CH:13][C:14]([O:17][CH2:18][CH2:19][N:20]2[C:24]3[CH:25]=[CH:26][CH:27]=[CH:28][C:23]=3[N:22]=[C:21]2[C:29]([F:30])([F:31])[F:32])=[CH:15][CH:16]=1)[C:5]([OH:7])=[O:6])[CH3:2], predict the reactants needed to synthesize it. (8) Given the product [OH:31][CH2:30][C:26]1[CH:25]=[C:24]([C:3]2[CH:4]=[CH:5][C:6]3[N:7]([CH:9]=[C:10]([C:12]([NH:14][C:15]4[CH:20]=[CH:19][CH:18]=[CH:17][CH:16]=4)=[O:13])[N:11]=3)[CH:8]=2)[CH:29]=[N:28][CH:27]=1, predict the reactants needed to synthesize it. The reactants are: C[Sn](C)(C)[C:3]1[CH:4]=[CH:5][C:6]2[N:7]([CH:9]=[C:10]([C:12]([NH:14][C:15]3[CH:20]=[CH:19][CH:18]=[CH:17][CH:16]=3)=[O:13])[N:11]=2)[CH:8]=1.Br[C:24]1[CH:25]=[C:26]([CH2:30][OH:31])[CH:27]=[N:28][CH:29]=1.